The task is: Predict which catalyst facilitates the given reaction.. This data is from Catalyst prediction with 721,799 reactions and 888 catalyst types from USPTO. (1) Reactant: [Cl:1][C:2]1[C:7]([C:8]([F:11])([F:10])[F:9])=[CH:6][CH:5]=[CH:4][C:3]=1[C:12](=S)[NH:13][CH2:14][C:15]1[CH:16]=[N:17][C:18]2[C:23]([CH:24]=1)=[CH:22][CH:21]=[CH:20][CH:19]=2.[N:26]([Si](C)(C)C)=[N+:27]=[N-:28]. Product: [Cl:1][C:2]1[C:7]([C:8]([F:11])([F:10])[F:9])=[CH:6][CH:5]=[CH:4][C:3]=1[C:12]1[N:13]([CH2:14][C:15]2[CH:16]=[N:17][C:18]3[C:23]([CH:24]=2)=[CH:22][CH:21]=[CH:20][CH:19]=3)[N:28]=[N:27][N:26]=1. The catalyst class is: 1. (2) Reactant: [CH3:1][N:2]1[C:6]([C:7](=[O:24])[NH:8][C:9]2[CH:14]=[CH:13][N:12]3[N:15]=[C:16]([C:18]4[CH:23]=[CH:22][CH:21]=[CH:20][CH:19]=4)[N:17]=[C:11]3[CH:10]=2)=[C:5]([C:25]([OH:27])=[O:26])[CH:4]=[N:3]1.[CH3:28][CH:29](O)[CH3:30].C1CN([P+](Br)(N2CCCC2)N2CCCC2)CC1.F[P-](F)(F)(F)(F)F.C(N(CC)CC)C.Cl. Product: [CH3:1][N:2]1[C:6]([C:7](=[O:24])[NH:8][C:9]2[CH:14]=[CH:13][N:12]3[N:15]=[C:16]([C:18]4[CH:23]=[CH:22][CH:21]=[CH:20][CH:19]=4)[N:17]=[C:11]3[CH:10]=2)=[C:5]([C:25]([O:27][CH:29]([CH3:30])[CH3:28])=[O:26])[CH:4]=[N:3]1. The catalyst class is: 546. (3) Reactant: [CH2:1]([N:3]([CH2:30][CH2:31]O)[CH2:4][CH2:5][CH2:6][CH2:7][CH2:8][C@H:9]1[CH2:14][CH2:13][C@H:12]([N:15]([CH3:29])[S:16]([C:19]2[CH:24]=[CH:23][C:22]([C:25]([F:28])([F:27])[F:26])=[CH:21][CH:20]=2)(=[O:18])=[O:17])[CH2:11][CH2:10]1)[CH3:2].CCN(S(F)(F)[F:39])CC.C([O-])([O-])=O.[Na+].[Na+]. Product: [CH2:1]([N:3]([CH2:30][CH2:31][F:39])[CH2:4][CH2:5][CH2:6][CH2:7][CH2:8][C@H:9]1[CH2:14][CH2:13][C@H:12]([N:15]([CH3:29])[S:16]([C:19]2[CH:24]=[CH:23][C:22]([C:25]([F:28])([F:27])[F:26])=[CH:21][CH:20]=2)(=[O:18])=[O:17])[CH2:11][CH2:10]1)[CH3:2]. The catalyst class is: 2. (4) Reactant: [CH3:1][N:2]([CH3:26])[C:3]([C:5]1[C:6]([CH2:17][CH2:18][C:19](=[O:25])[C:20]2[S:21][CH:22]=[CH:23][CH:24]=2)=[C:7]([OH:16])[C:8]2[N:9]([C:11]([CH3:15])=[C:12]([CH3:14])[N:13]=2)[CH:10]=1)=[O:4].[BH4-].[Na+].[Cl-].[NH4+].ClCCl. Product: [CH3:26][N:2]([CH3:1])[C:3]([C:5]1[C:6]([CH2:17][CH2:18][CH:19]([OH:25])[C:20]2[S:21][CH:22]=[CH:23][CH:24]=2)=[C:7]([OH:16])[C:8]2[N:9]([C:11]([CH3:15])=[C:12]([CH3:14])[N:13]=2)[CH:10]=1)=[O:4]. The catalyst class is: 8. (5) The catalyst class is: 522. Product: [CH3:42][O:43][C:27]1[CH:28]=[C:29]2[C:24](=[CH:25][C:26]=1[O:40][CH3:38])[N:23]=[C:22]([N:21]([CH2:20][C:11]1([C:14]3[CH:15]=[CH:16][CH:17]=[CH:18][CH:19]=3)[CH2:12][CH2:13][NH:8][CH2:9][CH2:10]1)[CH3:37])[N:31]=[C:30]2[NH2:32]. Reactant: C([N:8]1[CH2:13][CH2:12][C:11]([CH2:20][N:21]([CH3:37])[C:22]2[N:31]=[C:30]([NH2:32])[C:29]3[C:24](=[CH:25][C:26](C=O)=[C:27](C=O)[CH:28]=3)[N:23]=2)([C:14]2[CH:19]=[CH:18][CH:17]=[CH:16][CH:15]=2)[CH2:10][CH2:9]1)C1C=CC=CC=1.[CH:38]([O-:40])=O.[NH4+].[CH3:42][OH:43]. (6) Reactant: [Cl:1][C:2]1[C:10]2[N:9]=[C:8]3[N:11]([C:15]4[C:16]([CH3:23])=[N:17][C:18]([O:21][CH3:22])=[CH:19][CH:20]=4)[CH2:12][CH2:13][CH2:14][N:7]3[C:6]=2[C:5]([CH:24]([OH:27])[CH2:25][CH3:26])=[CH:4][CH:3]=1.[C:28](OC(=O)C)(=[O:30])[CH3:29]. Product: [C:28]([O:27][CH:24]([C:5]1[C:6]2[N:7]3[CH2:14][CH2:13][CH2:12][N:11]([C:15]4[C:16]([CH3:23])=[N:17][C:18]([O:21][CH3:22])=[CH:19][CH:20]=4)[C:8]3=[N:9][C:10]=2[C:2]([Cl:1])=[CH:3][CH:4]=1)[CH2:25][CH3:26])(=[O:30])[CH3:29]. The catalyst class is: 17.